Dataset: hERG Central: cardiac toxicity at 1µM, 10µM, and general inhibition. Task: Predict hERG channel inhibition at various concentrations. (1) The molecule is CCn1c(SCc2ccc(C)cc2)nnc1C1CCN(S(=O)(=O)c2ccc(OC)cc2)CC1. Results: hERG_inhib (hERG inhibition (general)): blocker. (2) The drug is O=c1c2ccccc2[nH]c(=S)n1CCCN1CCC(Cc2ccccc2)CC1. Results: hERG_inhib (hERG inhibition (general)): blocker. (3) The molecule is CCOc1ccccc1CN1CCCC(C(=O)Nc2cccc(-n3cccn3)c2)C1. Results: hERG_inhib (hERG inhibition (general)): blocker. (4) The molecule is COc1ccc(CCC(=O)N2CCN(c3ccc([N+](=O)[O-])cc3)CC2)cc1OC. Results: hERG_inhib (hERG inhibition (general)): blocker. (5) The molecule is COc1ccccc1CN1CCC(n2nccc2NC(=O)c2ccccc2Cl)CC1. Results: hERG_inhib (hERG inhibition (general)): blocker. (6) The drug is CCn1cc(C(=O)OCC(=O)OC2CC(C)CCC2C(C)C)c(=O)c2ccc(C)nc21. Results: hERG_inhib (hERG inhibition (general)): blocker. (7) The drug is CCCCN(CC)Cc1ccc(CNC(=S)Nc2c(C)cc(C)cc2C)o1. Results: hERG_inhib (hERG inhibition (general)): blocker. (8) The molecule is CC(C)CCNC(=O)CN(Cc1ccc2c(c1)OCO2)C(=O)CCC(=O)Nc1ccccn1. Results: hERG_inhib (hERG inhibition (general)): blocker. (9) The molecule is Cc1ccc(NC(=S)NC2CC3CCCC(C2)N3Cc2ccco2)cc1. Results: hERG_inhib (hERG inhibition (general)): blocker. (10) The molecule is OCc1cc(C(O)CNCCCCCCOCCCCc2ccccc2)ccc1O. Results: hERG_inhib (hERG inhibition (general)): blocker.